This data is from Catalyst prediction with 721,799 reactions and 888 catalyst types from USPTO. The task is: Predict which catalyst facilitates the given reaction. (1) Reactant: Br[C:2]1[C:3]([CH3:22])=[C:4]([CH3:21])[C:5]2[O:9][C:8]([CH3:11])([CH3:10])[CH:7]([C:12]3[CH:17]=[CH:16][C:15]([CH3:18])=[CH:14][CH:13]=3)[C:6]=2[C:19]=1[CH3:20].[C:23]1([C@H:29]([NH2:31])[CH3:30])[CH:28]=[CH:27][CH:26]=[CH:25][CH:24]=1.[Na].Cl. Product: [C:23]1([C@H:29]([NH:31][C:2]2[C:3]([CH3:22])=[C:4]([CH3:21])[C:5]3[O:9][C:8]([CH3:11])([CH3:10])[CH:7]([C:12]4[CH:17]=[CH:16][C:15]([CH3:18])=[CH:14][CH:13]=4)[C:6]=3[C:19]=2[CH3:20])[CH3:30])[CH:28]=[CH:27][CH:26]=[CH:25][CH:24]=1. The catalyst class is: 487. (2) Reactant: [C:1]([C:3]1[CH:4]=[N:5][CH:6]=[CH:7][CH:8]=1)#[N:2].[NH2:9][C:10]1[CH:19]=[CH:18][C:17]([Br:20])=[CH:16][C:11]=1[C:12](OC)=[O:13].O1CCOCC1. Product: [Br:20][C:17]1[CH:16]=[C:11]2[C:10](=[CH:19][CH:18]=1)[N:9]=[C:1]([C:3]1[CH:4]=[N:5][CH:6]=[CH:7][CH:8]=1)[N:2]=[C:12]2[OH:13]. The catalyst class is: 33. (3) Reactant: [CH:1]1[C:9]2[C:8]3[CH2:10][CH2:11][CH2:12][CH2:13][CH2:14][CH2:15][C:7]=3[O:6][C:5]=2[CH:4]=[CH:3][C:2]=1[NH2:16].[C:17](Cl)(=[O:22])[CH2:18][CH2:19][CH2:20][CH3:21]. Product: [CH:1]1[C:9]2[C:8]3[CH2:10][CH2:11][CH2:12][CH2:13][CH2:14][CH2:15][C:7]=3[O:6][C:5]=2[CH:4]=[CH:3][C:2]=1[NH:16][C:17](=[O:22])[CH2:18][CH2:19][CH2:20][CH3:21]. The catalyst class is: 4. (4) Reactant: Cl[C:2]1[N:11]=[C:10]([NH:12][CH2:13][C:14]2[CH:19]=[CH:18][CH:17]=[CH:16][N:15]=2)[C:9]2[C:4](=[CH:5][CH:6]=[CH:7][C:8]=2[C:20]2[CH:25]=[CH:24][CH:23]=[CH:22][CH:21]=2)[N:3]=1.[CH3:26][C:27]1([CH3:48])[O:32][CH2:31][CH:30]([C:33]2[CH:34]=[N:35][CH:36]=[C:37](B3OC(C)(C)C(C)(C)O3)[CH:38]=2)[CH2:29][O:28]1.C(=O)([O-])[O-].[K+].[K+]. Product: [CH3:26][C:27]1([CH3:48])[O:32][CH2:31][CH:30]([C:33]2[CH:38]=[C:37]([C:2]3[N:11]=[C:10]([NH:12][CH2:13][C:14]4[CH:19]=[CH:18][CH:17]=[CH:16][N:15]=4)[C:9]4[C:4](=[CH:5][CH:6]=[CH:7][C:8]=4[C:20]4[CH:25]=[CH:24][CH:23]=[CH:22][CH:21]=4)[N:3]=3)[CH:36]=[N:35][CH:34]=2)[CH2:29][O:28]1. The catalyst class is: 38. (5) Reactant: S(Cl)([Cl:3])=O.[CH3:5][C:6]1[N:14]=[C:13]([C:15]([F:18])([F:17])[F:16])[CH:12]=[CH:11][C:7]=1[C:8](O)=[O:9]. Product: [CH3:5][C:6]1[C:7]([C:8]([Cl:3])=[O:9])=[CH:11][CH:12]=[C:13]([C:15]([F:18])([F:17])[F:16])[N:14]=1. The catalyst class is: 11. (6) Reactant: [NH2:1][C@H:2]([C:10]([NH:12][C@H:13]([C:23]([NH:25][C@H:26]([C:34]([NH:36][C@H:37]([C:50]([NH:52][C@H:53]([C:61]([NH:63][C@H:64]([C:74]([NH:76][C@H:77]([C:85]([NH:87][C@H:88]([C:101]([NH:103][CH2:104][CH2:105][CH2:106][O:107][CH2:108][CH2:109][O:110][CH2:111][CH2:112][O:113][CH2:114][CH2:115][CH2:116][NH:117]C(OC(C)(C)C)=O)=[O:102])[CH2:89][CH2:90][CH2:91][CH2:92][NH:93]C(OC(C)(C)C)=O)=[O:86])[CH2:78][C:79]1[CH:84]=[CH:83][CH:82]=[CH:81][CH:80]=1)=[O:75])[CH2:65][CH2:66][C:67](=[O:73])[O:68]C(C)(C)C)=[O:62])[CH2:54][C:55]1[CH:60]=[CH:59][CH:58]=[CH:57][CH:56]=1)=[O:51])[CH2:38][CH2:39][CH2:40][CH2:41][NH:42]C(OC(C)(C)C)=O)=[O:35])[CH2:27][C:28]1[CH:33]=[CH:32][CH:31]=[CH:30][CH:29]=1)=[O:24])[CH2:14][CH2:15][C:16](=[O:22])[O:17]C(C)(C)C)=[O:11])[CH2:3][C:4]1[CH:9]=[CH:8][CH:7]=[CH:6][CH:5]=1.FC(F)(F)C(O)=O. Product: [NH2:1][C@H:2]([C:10]([NH:12][C@H:13]([C:23]([NH:25][C@H:26]([C:34]([NH:36][C@H:37]([C:50]([NH:52][C@H:53]([C:61]([NH:63][C@H:64]([C:74]([NH:76][C@H:77]([C:85]([NH:87][C@H:88]([C:101]([NH:103][CH2:104][CH2:105][CH2:106][O:107][CH2:108][CH2:109][O:110][CH2:111][CH2:112][O:113][CH2:114][CH2:115][CH2:116][NH2:117])=[O:102])[CH2:89][CH2:90][CH2:91][CH2:92][NH2:93])=[O:86])[CH2:78][C:79]1[CH:80]=[CH:81][CH:82]=[CH:83][CH:84]=1)=[O:75])[CH2:65][CH2:66][C:67](=[O:68])[OH:73])=[O:62])[CH2:54][C:55]1[CH:56]=[CH:57][CH:58]=[CH:59][CH:60]=1)=[O:51])[CH2:38][CH2:39][CH2:40][CH2:41][NH2:42])=[O:35])[CH2:27][C:28]1[CH:33]=[CH:32][CH:31]=[CH:30][CH:29]=1)=[O:24])[CH2:14][CH2:15][C:16](=[O:17])[OH:22])=[O:11])[CH2:3][C:4]1[CH:9]=[CH:8][CH:7]=[CH:6][CH:5]=1. The catalyst class is: 6.